Dataset: Forward reaction prediction with 1.9M reactions from USPTO patents (1976-2016). Task: Predict the product of the given reaction. (1) Given the reactants C([N:9]1[C:14](=[O:15])[C:13]([C:16]2[CH:17]=[N:18][CH:19]=[CH:20][CH:21]=2)=[CH:12][N:11]([CH2:22][CH2:23][CH2:24][Cl:25])[C:10]1=[O:26])(=O)C1C=CC=CC=1, predict the reaction product. The product is: [Cl:25][CH2:24][CH2:23][CH2:22][N:11]1[CH:12]=[C:13]([C:16]2[CH:17]=[N:18][CH:19]=[CH:20][CH:21]=2)[C:14](=[O:15])[NH:9][C:10]1=[O:26]. (2) Given the reactants [C:1]([OH:18])(=O)[CH2:2][CH2:3][CH2:4][CH2:5][CH2:6][CH2:7][CH2:8][CH2:9][CH2:10][CH2:11][CH2:12][CH2:13][CH2:14][CH2:15][CH3:16].[NH2:19][CH2:20][CH2:21][CH2:22][CH2:23][CH2:24][C:25]([N:27]1[CH2:31][CH:30]([OH:32])[CH2:29][CH:28]1[CH:33]([C:52]1[CH:57]=[CH:56][CH:55]=[CH:54][CH:53]=1)[O:34][CH:35]([C:44]1[CH:49]=[CH:48][C:47]([O:50][CH3:51])=[CH:46][CH:45]=1)[C:36]1[CH:41]=[CH:40][C:39]([O:42][CH3:43])=[CH:38][CH:37]=1)=[O:26].CN(C(ON1N=NC2C=CC=CC1=2)=[N+](C)C)C.F[P-](F)(F)(F)(F)F.CCN(C(C)C)C(C)C, predict the reaction product. The product is: [CH3:43][O:42][C:39]1[CH:40]=[CH:41][C:36]([CH:35]([C:44]2[CH:49]=[CH:48][C:47]([O:50][CH3:51])=[CH:46][CH:45]=2)[O:34][CH:33]([C:52]2[CH:53]=[CH:54][CH:55]=[CH:56][CH:57]=2)[CH:28]2[CH2:29][CH:30]([OH:32])[CH2:31][N:27]2[C:25](=[O:26])[CH2:24][CH2:23][CH2:22][CH2:21][CH2:20][NH:19][C:1](=[O:18])[CH2:2][CH2:3][CH2:4][CH2:5][CH2:6][CH2:7][CH2:8][CH2:9][CH2:10][CH2:11][CH2:12][CH2:13][CH2:14][CH2:15][CH3:16])=[CH:37][CH:38]=1. (3) Given the reactants [C:1]([C:3]1[C:4]([O:13][CH2:14][CH2:15][OH:16])=[N:5][NH:6][C:7]=1[N:8]=[CH:9][N:10](C)C)#[N:2].[Cl:17][C:18]1[CH:19]=[C:20]([CH:22]=[CH:23][C:24]=1[O:25][CH2:26][C:27]1[CH:32]=[CH:31][CH:30]=[C:29]([F:33])[CH:28]=1)N, predict the reaction product. The product is: [Cl:17][C:18]1[CH:19]=[C:20]([NH:2][C:1]2[N:10]=[CH:9][N:8]=[C:7]3[NH:6][N:5]=[C:4]([O:13][CH2:14][CH2:15][OH:16])[C:3]=23)[CH:22]=[CH:23][C:24]=1[O:25][CH2:26][C:27]1[CH:32]=[CH:31][CH:30]=[C:29]([F:33])[CH:28]=1. (4) Given the reactants Cl[C:2]1[N:10]=[CH:9][N:8]=[C:7]2[C:3]=1[NH:4][CH:5]=[N:6]2.[CH3:11][Al](C)C.[Cl-].[NH4+], predict the reaction product. The product is: [CH3:11][C:2]1[N:10]=[CH:9][N:8]=[C:7]2[C:3]=1[NH:4][CH:5]=[N:6]2. (5) Given the reactants [CH:1]([NH:4][CH:5]1[CH2:10][CH2:9][C:8]([C:11]2[C:19]3[C:14](=[CH:15][C:16]([N+:20]([O-:22])=[O:21])=[CH:17][CH:18]=3)[NH:13][CH:12]=2)=[CH:7][CH2:6]1)([CH3:3])[CH3:2].CCN(CC)CC.[CH3:30][C:31]([O:34][C:35](O[C:35]([O:34][C:31]([CH3:33])([CH3:32])[CH3:30])=[O:36])=[O:36])([CH3:33])[CH3:32], predict the reaction product. The product is: [CH:1]([N:4]([CH:5]1[CH2:10][CH2:9][C:8]([C:11]2[C:19]3[C:14](=[CH:15][C:16]([N+:20]([O-:22])=[O:21])=[CH:17][CH:18]=3)[NH:13][CH:12]=2)=[CH:7][CH2:6]1)[C:35](=[O:36])[O:34][C:31]([CH3:33])([CH3:32])[CH3:30])([CH3:3])[CH3:2]. (6) Given the reactants Cl[C:2]1[C:7]([N+:8]([O-:10])=[O:9])=[CH:6][CH:5]=[C:4]([Cl:11])[N:3]=1.C(=O)([O-])[O-].[K+].[K+].[CH3:18][O:19][C:20]1[CH:21]=[C:22]([CH2:28][CH2:29][NH2:30])[CH:23]=[CH:24][C:25]=1[O:26][CH3:27], predict the reaction product. The product is: [Cl:11][C:4]1[N:3]=[C:2]([NH:30][CH2:29][CH2:28][C:22]2[CH:23]=[CH:24][C:25]([O:26][CH3:27])=[C:20]([O:19][CH3:18])[CH:21]=2)[C:7]([N+:8]([O-:10])=[O:9])=[CH:6][CH:5]=1.